Predict the reactants needed to synthesize the given product. From a dataset of Full USPTO retrosynthesis dataset with 1.9M reactions from patents (1976-2016). Given the product [F:27][C:28]1[CH:37]=[CH:36][C:31]([N:32]([CH:33]([CH3:35])[CH3:34])[C:10](=[O:12])[C:4](=[C:2]([CH3:1])[CH3:3])[C:5]([NH:26][S:23](/[CH:15]=[CH:16]/[C:17]2[CH:22]=[CH:21][CH:20]=[CH:19][CH:18]=2)(=[O:24])=[O:25])=[O:7])=[CH:30][CH:29]=1, predict the reactants needed to synthesize it. The reactants are: [CH3:1][C:2](=[C:4]([C:10]([O:12]CC)=O)[C:5]([O:7]CC)=O)[CH3:3].[CH:15](/[S:23]([NH2:26])(=[O:25])=[O:24])=[CH:16]\[C:17]1[CH:22]=[CH:21][CH:20]=[CH:19][CH:18]=1.[F:27][C:28]1[CH:37]=[CH:36][C:31]([NH:32][CH:33]([CH3:35])[CH3:34])=[CH:30][CH:29]=1.